Dataset: Catalyst prediction with 721,799 reactions and 888 catalyst types from USPTO. Task: Predict which catalyst facilitates the given reaction. (1) The catalyst class is: 30. Reactant: [CH:1]([NH:4]C(C)C)(C)C.C([Li])CCC.[Cl:13][C:14]1[C:15]2[N:22]([CH3:23])[CH:21]=[CH:20][C:16]=2[N:17]=[CH:18][N:19]=1.C1(C)C=CC(S(C#N)(=O)=O)=CC=1. Product: [Cl:13][C:14]1[C:15]2[N:22]([CH3:23])[C:21]([C:1]#[N:4])=[CH:20][C:16]=2[N:17]=[CH:18][N:19]=1. (2) Reactant: CC(OI1(OC(C)=O)(OC(C)=O)OC(=O)C2C=CC=CC1=2)=O.[C:23]([SiH2:27][O:28][C:29]([CH3:39])([CH3:38])[C:30]1[N:35]=[C:34]([CH2:36][OH:37])[CH:33]=[CH:32][CH:31]=1)([CH3:26])([CH3:25])[CH3:24]. Product: [C:23]([SiH2:27][O:28][C:29]([CH3:39])([CH3:38])[C:30]1[N:35]=[C:34]([CH:36]=[O:37])[CH:33]=[CH:32][CH:31]=1)([CH3:26])([CH3:24])[CH3:25]. The catalyst class is: 2. (3) Reactant: [OH:1][C:2]([C:29]1[S:30][CH:31]=[CH:32][CH:33]=1)([C:24]1[S:25][CH:26]=[CH:27][CH:28]=1)[C:3]([O:5][C@H:6]1[CH2:11][CH2:10][C@H:9]([N:12]([CH2:14][CH2:15][NH:16]C(OC(C)(C)C)=O)[CH3:13])[CH2:8][CH2:7]1)=[O:4].Cl. Product: [OH:1][C:2]([C:24]1[S:25][CH:26]=[CH:27][CH:28]=1)([C:29]1[S:30][CH:31]=[CH:32][CH:33]=1)[C:3]([O:5][C@H:6]1[CH2:7][CH2:8][C@H:9]([N:12]([CH2:14][CH2:15][NH2:16])[CH3:13])[CH2:10][CH2:11]1)=[O:4]. The catalyst class is: 12. (4) Reactant: [F:1][C:2]1[CH:7]=[N:6][C:5]([C:8]2[CH:12]=[C:11]([C:13]([O:15]CC)=[O:14])[NH:10][N:9]=2)=[C:4]2[NH:18][CH:19]=[C:20]([C:21](=[O:41])[C:22](=[O:40])[N:23]3[CH2:28][CH2:27][N:26]([C:29]4[N:33]([C:34]5[CH:39]=[CH:38][CH:37]=[CH:36][CH:35]=5)[N:32]=[N:31][N:30]=4)[CH2:25][CH2:24]3)[C:3]=12.O.[OH-].[Li+].Cl. Product: [F:1][C:2]1[CH:7]=[N:6][C:5]([C:8]2[CH:12]=[C:11]([C:13]([OH:15])=[O:14])[NH:10][N:9]=2)=[C:4]2[NH:18][CH:19]=[C:20]([C:21](=[O:41])[C:22](=[O:40])[N:23]3[CH2:28][CH2:27][N:26]([C:29]4[N:33]([C:34]5[CH:35]=[CH:36][CH:37]=[CH:38][CH:39]=5)[N:32]=[N:31][N:30]=4)[CH2:25][CH2:24]3)[C:3]=12. The catalyst class is: 18. (5) Reactant: Br[C:2]1[C:14]2[C:13]3[CH:12]=[C:11]([C:15]4[CH:16]=[N:17][CH:18]=[CH:19][CH:20]=4)[CH:10]=[CH:9][C:8]=3[N:7]=[CH:6][C:5]=2[NH:4][N:3]=1.[CH3:21][N:22]([C:26]1[CH:31]=[CH:30][C:29](OB(O)O)=[CH:28][CH:27]=1)[C:23](=[O:25])[CH3:24].C([O-])([O-])=[O:37].[K+].[K+]. Product: [CH3:10][C:9]1[O:37][C:11](/[CH:15]=[CH:16]/[C:29]2[CH:30]=[CH:31][C:26]([N:22]([CH3:23])[CH3:21])=[CH:27][CH:28]=2)=[CH:12][C:13](=[C:14]([C:5]#[N:4])[C:2]#[N:3])[CH:8]=1.[CH3:21][N:22]([C:26]1[CH:31]=[CH:30][C:29]([C:2]2[C:14]3[C:13]4[CH:12]=[C:11]([C:15]5[CH:16]=[N:17][CH:18]=[CH:19][CH:20]=5)[CH:10]=[CH:9][C:8]=4[N:7]=[CH:6][C:5]=3[NH:4][N:3]=2)=[CH:28][CH:27]=1)[C:23](=[O:25])[CH3:24]. The catalyst class is: 710.